Dataset: Reaction yield outcomes from USPTO patents with 853,638 reactions. Task: Predict the reaction yield, written as a fraction of the theoretical maximum amount of product (1.0 means a 100% yield; for example, 0.34 means a 34% yield). (1) The reactants are [Si]([O:8][C:9]1[CH:41]=[CH:40][C:12]2[N:13]([C:18]3[CH:23]=[CH:22][C:21]([CH2:24][CH2:25][NH:26][C:27]([NH:29][S:30]([C:33]4[CH:38]=[CH:37][C:36]([CH3:39])=[CH:35][CH:34]=4)(=[O:32])=[O:31])=[O:28])=[CH:20][CH:19]=3)[C:14]([CH2:16][CH3:17])=[N:15][C:11]=2[CH:10]=1)(C(C)(C)C)(C)C.[F-].C([N+](CCCC)(CCCC)CCCC)CCC. The catalyst is C1COCC1. The product is [CH2:16]([C:14]1[N:13]([C:18]2[CH:23]=[CH:22][C:21]([CH2:24][CH2:25][NH:26][C:27]([NH:29][S:30]([C:33]3[CH:38]=[CH:37][C:36]([CH3:39])=[CH:35][CH:34]=3)(=[O:32])=[O:31])=[O:28])=[CH:20][CH:19]=2)[C:12]2[CH:40]=[CH:41][C:9]([OH:8])=[CH:10][C:11]=2[N:15]=1)[CH3:17]. The yield is 0.920. (2) The reactants are [C:18]1(P([C:14]2[CH:19]=[CH:18][CH:17]=[CH:16]C=2)[C:18]2[CH:19]=[CH:14]C=[CH:16][CH:17]=2)[CH:19]=[CH:14]C=[CH:16][CH:17]=1.[CH:20](O)=[O:21].C([O:26][CH2:27][CH3:28])(=O)C. The catalyst is C([O-])(=O)C.[Pd+2].C([O-])(=O)C. The product is [CH3:14][C:19]1[CH:28]=[C:27]([OH:26])[CH:16]=[CH:17][C:18]=1[CH:20]=[O:21]. The yield is 0.350. (3) The reactants are [H-].[Na+].[CH:3]1([C:9]2[C:17]3[C:12](=[CH:13][C:14]([C:18]([O:20][CH3:21])=[O:19])=[CH:15][CH:16]=3)[NH:11][C:10]=2[C:22]2[CH:27]=[CH:26][CH:25]=[CH:24][C:23]=2[CH:28]=[CH2:29])[CH2:8][CH2:7][CH2:6][CH2:5][CH2:4]1.[H][H].Br[CH2:33][C:34](=[CH2:38])[C:35]([OH:37])=[O:36]. The catalyst is C1COCC1.CN(C=O)C. The product is [CH:3]1([C:9]2[C:17]3[C:12](=[CH:13][C:14]([C:18]([O:20][CH3:21])=[O:19])=[CH:15][CH:16]=3)[N:11]([CH2:38][C:34](=[CH2:33])[C:35]([OH:37])=[O:36])[C:10]=2[C:22]2[CH:27]=[CH:26][CH:25]=[CH:24][C:23]=2[CH:28]=[CH2:29])[CH2:8][CH2:7][CH2:6][CH2:5][CH2:4]1. The yield is 0.400. (4) The product is [CH:1]1([Li:10])[C:9]2[C:4](=[CH:5][CH:6]=[CH:7][CH:8]=2)[CH:3]=[CH:2]1. The yield is 0.990. The reactants are [CH2:1]1[C:9]2[C:4](=[CH:5][CH:6]=[CH:7][CH:8]=2)[CH:3]=[CH:2]1.[Li:10]CCCC. The catalyst is CCCCCCC. (5) The reactants are [CH2:1]([O:3][C:4](=[O:8])[C@@H:5]1[O:7][CH2:6]1)[CH3:2].[Cl-].[NH4+].[N-:11]=[N+:12]=[N-:13].[Na+]. The catalyst is CN(C=O)C. The product is [CH2:1]([O:3][C:4](=[O:8])[C@H:5]([OH:7])[CH2:6][N:11]=[N+:12]=[N-:13])[CH3:2]. The yield is 0.690. (6) The reactants are [Cl:1][C:2]1[CH:7]=[C:6]([CH2:8][N:9]2[CH2:13][CH2:12][CH2:11][CH2:10]2)[C:5]([Cl:14])=[CH:4][C:3]=1[OH:15].CC(C)([O-])C.[K+].NC[C@@H]1C[C@H](O)C1.CS(O[C@H:34]1[CH2:37][C@@H:36]([CH2:38][N:39]([C:41]([O:43][C:44]([CH3:47])([CH3:46])[CH3:45])=[O:42])[CH3:40])[CH2:35]1)(=O)=O. The catalyst is CS(C)=O.[Br-].C([N+](CCCC)(CCCC)CCCC)CCC.CCOCC. The product is [Cl:1][C:2]1[CH:7]=[C:6]([CH2:8][N:9]2[CH2:10][CH2:11][CH2:12][CH2:13]2)[C:5]([Cl:14])=[CH:4][C:3]=1[O:15][C@H:34]1[CH2:37][C@H:36]([CH2:38][N:39]([CH3:40])[C:41](=[O:42])[O:43][C:44]([CH3:45])([CH3:46])[CH3:47])[CH2:35]1. The yield is 0.550.